Dataset: Experimentally validated miRNA-target interactions with 360,000+ pairs, plus equal number of negative samples. Task: Binary Classification. Given a miRNA mature sequence and a target amino acid sequence, predict their likelihood of interaction. (1) Result: 0 (no interaction). The protein sequence of the target gene is MEEPNAAPLPSRLARLLSALFYGTCSFLIVLVNKALLTTYGFPSPIVLGIGQMATTIMILYVFKLNKIIHFPDFDKKIPGKLFPLPLLYVGNHISGLSSTSKLSLPMFTVLRKFTIPFTLLLEAIILGTQYSLNIILSVLAIVLGAFIAAGSDLTFNLEGYVFVFLNDIFTAANGVYTKQKMDPKELGKYGVLFYNACFMLIPTVIISVSTGDFQQATEFRHWKNVLFIIQFLLSCLLGFLLMYSTALCSYYNSALTTAVVGAIKNVSVAYIGMLVGGDYIFSLLNFIGLNICMAGGLRY.... The miRNA is hsa-miR-4691-3p with sequence CCAGCCACGGACUGAGAGUGCAU. (2) The miRNA is rno-miR-132-3p with sequence UAACAGUCUACAGCCAUGGUCG. The protein sequence of the target gene is MPQTPPFSAMFDSSGYNRNLYQSAEDSCGGLYYHDNNLLSGSLEALIQHLVPNVDYYPDRTYIFTFLLSSRLFMHPYELMAKVCHLCVEHQRLSEGDGDKNQMRKIAPKILQLLTEWTETFPYDFRDERMMRNLKDLAHRMASGEEQTYRKNVQQMMQCLIRKLAALSQYEEVLAKLSSTATDRLTVLKTKPQSIQRDIMTVCSDPYTLAQQLTHIELERLNYIGPEEFVQAFVQKDPLDNDKSCYSERKKTRNLEAYVEWFNRLSYLVATEICMPVKKKHRARMIEYFIDVARECFNIG.... Result: 0 (no interaction).